Dataset: Catalyst prediction with 721,799 reactions and 888 catalyst types from USPTO. Task: Predict which catalyst facilitates the given reaction. Reactant: O1[CH:5]=[CH:4][CH:3]=[N:2]1.[O-]CC.[Na+].Cl.[NH2:11][NH:12][C:13]([NH2:15])=[O:14].[OH-].[Na+]. Product: [NH2:2][C:3]1[N:12]([C:13]([NH2:15])=[O:14])[N:11]=[CH:5][CH:4]=1. The catalyst class is: 8.